Dataset: Full USPTO retrosynthesis dataset with 1.9M reactions from patents (1976-2016). Task: Predict the reactants needed to synthesize the given product. Given the product [CH2:1]([O:8][C:9]([NH:11][CH:12]([CH3:23])[CH:13]([O:22][Si:38]([C:41]([CH3:44])([CH3:43])[CH3:42])([CH3:40])[CH3:39])[C:14]([CH3:21])([CH3:20])[C:15]([O:17][CH2:18][CH3:19])=[O:16])=[O:10])[C:2]1[CH:3]=[CH:4][CH:5]=[CH:6][CH:7]=1, predict the reactants needed to synthesize it. The reactants are: [CH2:1]([O:8][C:9]([NH:11][CH:12]([CH3:23])[CH:13]([OH:22])[C:14]([CH3:21])([CH3:20])[C:15]([O:17][CH2:18][CH3:19])=[O:16])=[O:10])[C:2]1[CH:7]=[CH:6][CH:5]=[CH:4][CH:3]=1.N1C(C)=CC=CC=1C.FC(F)(F)S(O[Si:38]([C:41]([CH3:44])([CH3:43])[CH3:42])([CH3:40])[CH3:39])(=O)=O.O.